Dataset: Full USPTO retrosynthesis dataset with 1.9M reactions from patents (1976-2016). Task: Predict the reactants needed to synthesize the given product. (1) Given the product [CH2:39]([N:25]([CH2:23][CH3:24])[C:26]1[N:31]=[C:30]([C:32]2[O:1][N:2]=[C:3]([C:5]3[CH:13]=[CH:12][C:11]4[NH:10][C:9]5[CH:14]([CH2:17][C:18]([O:20][CH2:21][CH3:22])=[O:19])[CH2:15][CH2:16][C:8]=5[C:7]=4[CH:6]=3)[N:4]=2)[CH:29]=[C:28]([C:35]([F:38])([F:36])[F:37])[CH:27]=1)[CH3:40], predict the reactants needed to synthesize it. The reactants are: [OH:1][NH:2][C:3]([C:5]1[CH:13]=[CH:12][C:11]2[NH:10][C:9]3[CH:14]([CH2:17][C:18]([O:20][CH2:21][CH3:22])=[O:19])[CH2:15][CH2:16][C:8]=3[C:7]=2[CH:6]=1)=[NH:4].[CH2:23]([N:25]([CH2:39][CH3:40])[C:26]1[N:31]=[C:30]([C:32](Cl)=O)[CH:29]=[C:28]([C:35]([F:38])([F:37])[F:36])[CH:27]=1)[CH3:24]. (2) Given the product [C:16]([C:15]1[C:18]([O:20][CH2:21][CH2:22][O:23][CH3:24])=[CH:19][C:12]([NH:11][C:2](=[O:3])[O:4][C:5]2[CH:10]=[CH:9][CH:8]=[CH:7][CH:6]=2)=[N:13][CH:14]=1)#[N:17], predict the reactants needed to synthesize it. The reactants are: Cl[C:2]([O:4][C:5]1[CH:10]=[CH:9][CH:8]=[CH:7][CH:6]=1)=[O:3].[NH2:11][C:12]1[CH:19]=[C:18]([O:20][CH2:21][CH2:22][O:23][CH3:24])[C:15]([C:16]#[N:17])=[CH:14][N:13]=1.N1C=CC=CC=1. (3) Given the product [CH2:1]([P:3]([CH2:10][CH2:11][CH:12]=[O:13])(=[O:4])[OH:9])[CH3:2], predict the reactants needed to synthesize it. The reactants are: [CH2:1]([P:3]([CH:10](C1C=CC=CC=1)[CH2:11][CH:12]=[O:13])(=[O:9])[O:4]CCCC)[CH3:2].O.